This data is from Forward reaction prediction with 1.9M reactions from USPTO patents (1976-2016). The task is: Predict the product of the given reaction. (1) Given the reactants [I:1][C:2]1[CH:3]=[C:4]([N:8]=[C:9]=[O:10])[CH:5]=[CH:6][CH:7]=1.[NH2:11][C:12]1[CH:13]=[N:14][CH:15]=[CH:16][CH:17]=1.CO.C(Cl)[Cl:21], predict the reaction product. The product is: [ClH:21].[I:1][C:2]1[CH:3]=[C:4]([NH:8][C:9]([NH:11][C:12]2[CH:13]=[N:14][CH:15]=[CH:16][CH:17]=2)=[O:10])[CH:5]=[CH:6][CH:7]=1. (2) Given the reactants Cl[C:2]1[C:21]([C:22]2[NH:26][N:25]=[CH:24][CH:23]=2)=[CH:20][C:5]([C:6]([NH:8][C:9]2[CH:14]=[CH:13][C:12]([O:15][C:16]([F:19])([F:18])[F:17])=[CH:11][CH:10]=2)=[O:7])=[CH:4][N:3]=1.Cl.Cl.[CH3:29][O:30][C@@H:31]1[CH2:35][NH:34][CH2:33][C@H:32]1[NH2:36], predict the reaction product. The product is: [NH2:36][C@H:32]1[C@H:31]([O:30][CH3:29])[CH2:35][N:34]([C:2]2[C:21]([C:22]3[NH:26][N:25]=[CH:24][CH:23]=3)=[CH:20][C:5]([C:6]([NH:8][C:9]3[CH:10]=[CH:11][C:12]([O:15][C:16]([F:19])([F:18])[F:17])=[CH:13][CH:14]=3)=[O:7])=[CH:4][N:3]=2)[CH2:33]1. (3) Given the reactants Br[CH2:2][C:3]1[CH:8]=[CH:7][CH:6]=[CH:5][C:4]=1/[C:9](=[CH:14]\[O:15][CH3:16])/[C:10]([O:12][CH3:13])=[O:11].[CH3:17][C:18]1[CH:23]=[CH:22][C:21]([CH3:24])=[CH:20][C:19]=1[OH:25].[OH-].[K+], predict the reaction product. The product is: [CH3:17][C:18]1[CH:23]=[CH:22][C:21]([CH3:24])=[CH:20][C:19]=1[O:25][CH2:2][C:3]1[CH:8]=[CH:7][CH:6]=[CH:5][C:4]=1/[C:9](=[CH:14]\[O:15][CH3:16])/[C:10]([O:12][CH3:13])=[O:11]. (4) Given the reactants Cl[CH2:2][CH2:3][N:4]1[C:8]2=[N:9][C:10]([C:20]([F:29])([F:28])[C:21]3[CH:26]=[CH:25][C:24]([F:27])=[CH:23][CH:22]=3)=[N:11][C:12]([NH:13][C:14]3[CH:18]=[C:17]([CH3:19])[NH:16][N:15]=3)=[C:7]2[CH:6]=[N:5]1.C[O-].[Na+].CO.[I-].[K+].C1OCCOCCOCCOCCOC1.C[O-].[Na+], predict the reaction product. The product is: [F:29][C:20]([F:28])([C:21]1[CH:26]=[CH:25][C:24]([F:27])=[CH:23][CH:22]=1)[C:10]1[N:9]=[C:8]2[N:4]([CH:3]=[CH2:2])[N:5]=[CH:6][C:7]2=[C:12]([NH:13][C:14]2[CH:18]=[C:17]([CH3:19])[NH:16][N:15]=2)[N:11]=1. (5) Given the reactants [Br:1][C:2]1[C:3]([NH:13][NH2:14])=[N:4][C:5]2[C:10]([CH:11]=1)=[CH:9][CH:8]=[C:7]([Cl:12])[CH:6]=2.[CH:15](OCC)(OCC)OCC, predict the reaction product. The product is: [Br:1][C:2]1[C:3]2[N:4]([CH:15]=[N:14][N:13]=2)[C:5]2[C:10]([CH:11]=1)=[CH:9][CH:8]=[C:7]([Cl:12])[CH:6]=2.